From a dataset of Full USPTO retrosynthesis dataset with 1.9M reactions from patents (1976-2016). Predict the reactants needed to synthesize the given product. Given the product [Cl:17][C:15]1[CH:14]=[CH:13][C:5]2[C:6](=[O:12])[NH:7][C:8]3[C:3]([C:4]=2[CH:16]=1)=[C:2]([NH:18][C:19]1[CH:24]=[CH:23][C:22]([NH:25][C:26](=[O:33])[C:27]2[CH:32]=[CH:31][CH:30]=[CH:29][CH:28]=2)=[CH:21][CH:20]=1)[CH:11]=[CH:10][N:9]=3, predict the reactants needed to synthesize it. The reactants are: Cl[C:2]1[CH:11]=[CH:10][N:9]=[C:8]2[C:3]=1[C:4]1[CH:16]=[C:15]([Cl:17])[CH:14]=[CH:13][C:5]=1[C:6](=[O:12])[NH:7]2.[NH2:18][C:19]1[CH:24]=[CH:23][C:22]([NH:25][C:26](=[O:33])[C:27]2[CH:32]=[CH:31][CH:30]=[CH:29][CH:28]=2)=[CH:21][CH:20]=1.